This data is from Full USPTO retrosynthesis dataset with 1.9M reactions from patents (1976-2016). The task is: Predict the reactants needed to synthesize the given product. (1) Given the product [NH:1]1[C:9]2[C:4](=[CH:5][C:6]([CH:10]([C:12]3[CH:17]=[CH:16][CH:15]=[CH:14][CH:13]=3)[CH:21]([CH3:22])[C:20]([O:19][CH3:18])=[O:23])=[CH:7][CH:8]=2)[CH:3]=[N:2]1, predict the reactants needed to synthesize it. The reactants are: [NH:1]1[C:9]2[C:4](=[CH:5][C:6]([CH:10]([C:12]3[CH:17]=[CH:16][CH:15]=[CH:14][CH:13]=3)O)=[CH:7][CH:8]=2)[CH:3]=[N:2]1.[CH3:18][O:19][C:20]([O:23][Si](C)(C)C)=[CH:21][CH3:22].C(Cl)Cl. (2) Given the product [CH2:20]([O:19][C:13]1[CH:12]=[C:11]([C:9]([C:6]2[CH:5]=[CH:4][C:3]([NH:2][CH3:1])=[CH:8][CH:7]=2)=[O:10])[CH:16]=[CH:15][C:14]=1[O:17][CH3:18])[CH3:21], predict the reactants needed to synthesize it. The reactants are: [CH3:1][N:2](C)[C:3]1[CH:8]=[CH:7][C:6]([CH:9]([C:11]2[CH:16]=[CH:15][C:14]([O:17][CH3:18])=[C:13]([O:19][CH2:20][CH3:21])[CH:12]=2)[OH:10])=[CH:5][CH:4]=1.